Dataset: NCI-60 drug combinations with 297,098 pairs across 59 cell lines. Task: Regression. Given two drug SMILES strings and cell line genomic features, predict the synergy score measuring deviation from expected non-interaction effect. (1) Drug 1: CC1=C2C(C(=O)C3(C(CC4C(C3C(C(C2(C)C)(CC1OC(=O)C(C(C5=CC=CC=C5)NC(=O)OC(C)(C)C)O)O)OC(=O)C6=CC=CC=C6)(CO4)OC(=O)C)OC)C)OC. Drug 2: CC12CCC(CC1=CCC3C2CCC4(C3CC=C4C5=CN=CC=C5)C)O. Cell line: SF-295. Synergy scores: CSS=58.7, Synergy_ZIP=8.61, Synergy_Bliss=7.62, Synergy_Loewe=-14.1, Synergy_HSA=10.1. (2) Drug 1: CCC1=C2CN3C(=CC4=C(C3=O)COC(=O)C4(CC)O)C2=NC5=C1C=C(C=C5)O. Drug 2: COC1=C2C(=CC3=C1OC=C3)C=CC(=O)O2. Cell line: MDA-MB-231. Synergy scores: CSS=10.6, Synergy_ZIP=-2.60, Synergy_Bliss=1.61, Synergy_Loewe=-12.5, Synergy_HSA=-1.11. (3) Drug 1: CC1=C(C=C(C=C1)NC(=O)C2=CC=C(C=C2)CN3CCN(CC3)C)NC4=NC=CC(=N4)C5=CN=CC=C5. Drug 2: CCC1=C2CN3C(=CC4=C(C3=O)COC(=O)C4(CC)O)C2=NC5=C1C=C(C=C5)O. Cell line: NCI/ADR-RES. Synergy scores: CSS=10.9, Synergy_ZIP=-3.51, Synergy_Bliss=-1.01, Synergy_Loewe=-89.5, Synergy_HSA=-0.771. (4) Drug 1: C1CN(CCN1C(=O)CCBr)C(=O)CCBr. Drug 2: COC1=C2C(=CC3=C1OC=C3)C=CC(=O)O2. Cell line: NCI-H522. Synergy scores: CSS=14.5, Synergy_ZIP=-4.09, Synergy_Bliss=0.849, Synergy_Loewe=-7.86, Synergy_HSA=-0.866. (5) Drug 1: C1CCN(CC1)CCOC2=CC=C(C=C2)C(=O)C3=C(SC4=C3C=CC(=C4)O)C5=CC=C(C=C5)O. Drug 2: C1=CC(=CC=C1CCCC(=O)O)N(CCCl)CCCl. Cell line: CAKI-1. Synergy scores: CSS=50.7, Synergy_ZIP=-0.0206, Synergy_Bliss=-1.13, Synergy_Loewe=0.788, Synergy_HSA=1.11.